Dataset: NCI-60 drug combinations with 297,098 pairs across 59 cell lines. Task: Regression. Given two drug SMILES strings and cell line genomic features, predict the synergy score measuring deviation from expected non-interaction effect. (1) Drug 1: C1C(C(OC1N2C=NC3=C(N=C(N=C32)Cl)N)CO)O. Drug 2: CCC1=C2CN3C(=CC4=C(C3=O)COC(=O)C4(CC)O)C2=NC5=C1C=C(C=C5)O. Cell line: DU-145. Synergy scores: CSS=66.9, Synergy_ZIP=-1.44, Synergy_Bliss=2.93, Synergy_Loewe=-38.2, Synergy_HSA=-0.446. (2) Drug 1: CC1=C(C=C(C=C1)NC2=NC=CC(=N2)N(C)C3=CC4=NN(C(=C4C=C3)C)C)S(=O)(=O)N.Cl. Drug 2: CCC1(C2=C(COC1=O)C(=O)N3CC4=CC5=C(C=CC(=C5CN(C)C)O)N=C4C3=C2)O.Cl. Cell line: LOX IMVI. Synergy scores: CSS=33.3, Synergy_ZIP=1.06, Synergy_Bliss=3.79, Synergy_Loewe=0.410, Synergy_HSA=4.98.